From a dataset of Reaction yield outcomes from USPTO patents with 853,638 reactions. Predict the reaction yield, written as a fraction of the theoretical maximum amount of product (1.0 means a 100% yield; for example, 0.34 means a 34% yield). The reactants are [Br:1][C:2]1[CH:7]=[C:6]([CH3:8])[C:5]([OH:9])=[C:4]([CH3:10])[CH:3]=1.C(=O)([O-])[O-].[Cs+].[Cs+].[CH2:17](Br)[C:18]1[CH:23]=[CH:22][CH:21]=[CH:20][CH:19]=1. The catalyst is CN(C=O)C.O. The product is [Br:1][C:2]1[CH:7]=[C:6]([CH3:8])[C:5]([O:9][CH2:17][C:18]2[CH:23]=[CH:22][CH:21]=[CH:20][CH:19]=2)=[C:4]([CH3:10])[CH:3]=1. The yield is 0.990.